This data is from Forward reaction prediction with 1.9M reactions from USPTO patents (1976-2016). The task is: Predict the product of the given reaction. (1) Given the reactants [CH2:1]([N:8]([CH2:18][C:19]1[CH:24]=[CH:23][CH:22]=[CH:21][CH:20]=1)[CH:9]1[CH2:13][CH:12]([C:14]([OH:16])=[O:15])[CH:11]([CH3:17])[CH2:10]1)[C:2]1[CH:7]=[CH:6][CH:5]=[CH:4][CH:3]=1.[C:25]1([C@H:31]([NH2:33])[CH3:32])[CH:30]=[CH:29][CH:28]=[CH:27][CH:26]=1, predict the reaction product. The product is: [C:25]1([C@H:31]([NH2:33])[CH3:32])[CH:30]=[CH:29][CH:28]=[CH:27][CH:26]=1.[CH2:18]([N:8]([CH2:1][C:2]1[CH:7]=[CH:6][CH:5]=[CH:4][CH:3]=1)[C@@H:9]1[CH2:13][C@H:12]([C:14]([OH:16])=[O:15])[C@H:11]([CH3:17])[CH2:10]1)[C:19]1[CH:20]=[CH:21][CH:22]=[CH:23][CH:24]=1. (2) Given the reactants [CH3:1][O:2][C:3](=[O:23])[CH:4]([CH3:22])[CH2:5][N:6]([C:12]1[C:17]([N+:18]([O-])=O)=[CH:16][N:15]=[C:14]([Cl:21])[N:13]=1)[CH:7]1[CH2:11][CH2:10][CH2:9][CH2:8]1.[H][H], predict the reaction product. The product is: [CH3:1][O:2][C:3](=[O:23])[CH:4]([CH3:22])[CH2:5][N:6]([C:12]1[C:17]([NH2:18])=[CH:16][N:15]=[C:14]([Cl:21])[N:13]=1)[CH:7]1[CH2:8][CH2:9][CH2:10][CH2:11]1. (3) Given the reactants [CH2:1]([O:3][C:4](=[O:31])[CH2:5][N:6]1[C:14]2[CH2:13][CH2:12][CH2:11][C@@H:10]([N:15]([S:17]([C:20]3[CH:25]=[C:24]([C:26]([F:29])([F:28])[F:27])[CH:23]=[C:22](F)[CH:21]=3)(=[O:19])=[O:18])[CH3:16])[C:9]=2[CH:8]=[N:7]1)[CH3:2].[CH:32]1([SH:37])[CH2:36][CH2:35][CH2:34][CH2:33]1, predict the reaction product. The product is: [CH2:1]([O:3][C:4](=[O:31])[CH2:5][N:6]1[C:14]2[CH2:13][CH2:12][CH2:11][C@@H:10]([N:15]([S:17]([C:20]3[CH:25]=[C:24]([C:26]([F:29])([F:28])[F:27])[CH:23]=[C:22]([S:37][CH:32]4[CH2:36][CH2:35][CH2:34][CH2:33]4)[CH:21]=3)(=[O:19])=[O:18])[CH3:16])[C:9]=2[CH:8]=[N:7]1)[CH3:2]. (4) Given the reactants [Br:1][C:2]1[CH:3]=[CH:4][C:5]([F:17])=[C:6]([CH:8]([C:10]2[CH:15]=[CH:14][C:13]([Cl:16])=[CH:12][CH:11]=2)O)[CH:7]=1.C([SiH](CC)CC)C.B(F)(F)F.CCOCC, predict the reaction product. The product is: [Cl:16][C:13]1[CH:12]=[CH:11][C:10]([CH2:8][C:6]2[CH:7]=[C:2]([Br:1])[CH:3]=[CH:4][C:5]=2[F:17])=[CH:15][CH:14]=1. (5) Given the reactants Br[C:2]1[C:10]([CH3:11])=[C:9]2[C:5]([C:6](=[O:13])[C:7](=[O:12])[NH:8]2)=[CH:4][CH:3]=1.[C:14]1(B(O)O)[CH:19]=[CH:18][CH:17]=[CH:16][CH:15]=1.C([O-])(O)=O.[Na+], predict the reaction product. The product is: [CH3:11][C:10]1[C:2]([C:14]2[CH:19]=[CH:18][CH:17]=[CH:16][CH:15]=2)=[CH:3][CH:4]=[C:5]2[C:9]=1[NH:8][C:7](=[O:12])[C:6]2=[O:13]. (6) Given the reactants [C:1]([NH:5][C:6]([C:8]1[C:16]2[C:11](=[N:12][CH:13]=[C:14]([C:17]3[C:25]4[C:20](=[CH:21][C:22]([F:26])=[CH:23][CH:24]=4)[N:19]([CH2:27][C:28]([F:31])([F:30])[F:29])[N:18]=3)[N:15]=2)[N:10](COCC[Si](C)(C)C)[CH:9]=1)=[O:7])([CH3:4])([CH3:3])[CH3:2].Cl, predict the reaction product. The product is: [C:1]([NH:5][C:6]([C:8]1[C:16]2[C:11](=[N:12][CH:13]=[C:14]([C:17]3[C:25]4[C:20](=[CH:21][C:22]([F:26])=[CH:23][CH:24]=4)[N:19]([CH2:27][C:28]([F:29])([F:30])[F:31])[N:18]=3)[N:15]=2)[NH:10][CH:9]=1)=[O:7])([CH3:4])([CH3:2])[CH3:3]. (7) The product is: [C:19]([O:22][CH2:15][CH2:14][CH2:13][N:7]1[CH:6]=[C:5]([CH:17]=[O:18])[C:4]2[C:9](=[CH:10][CH:11]=[C:2]([Br:1])[CH:3]=2)[C:8]1=[O:12])(=[O:21])[CH3:20]. Given the reactants [Br:1][C:2]1[CH:3]=[C:4]2[C:9](=[CH:10][CH:11]=1)[C:8](=[O:12])[N:7]([CH2:13][CH2:14][CH2:15]Cl)[CH:6]=[C:5]2[CH:17]=[O:18].[C:19]([O-:22])(=[O:21])[CH3:20].[Na+], predict the reaction product. (8) Given the reactants [Cl:1][C:2]1[CH:19]=[CH:18][C:17]([C:20]2[N:21]=[CH:22][NH:23][CH:24]=2)=[CH:16][C:3]=1[C:4]([NH:6][CH2:7][C:8]1([OH:15])[CH2:14][CH2:13][CH2:12][CH2:11][CH2:10][CH2:9]1)=[O:5].[F:25][CH2:26][CH:27]1[CH2:29][O:28]1, predict the reaction product. The product is: [Cl:1][C:2]1[CH:19]=[CH:18][C:17]([C:20]2[N:21]=[CH:22][N:23]([CH2:29][CH:27]([OH:28])[CH2:26][F:25])[CH:24]=2)=[CH:16][C:3]=1[C:4]([NH:6][CH2:7][C:8]1([OH:15])[CH2:14][CH2:13][CH2:12][CH2:11][CH2:10][CH2:9]1)=[O:5]. (9) Given the reactants [H-].[Na+].[CH2:3]([O:5][CH2:6][C@H:7]([OH:18])[C:8]([NH:10][C:11]1[CH:16]=[N:15][C:14]([CH3:17])=[CH:13][N:12]=1)=[O:9])[CH3:4].Cl[C:20]1[N:25]=[CH:24][N:23]=[C:22]2[N:26]([C:29]3[CH:34]=[CH:33][CH:32]=[CH:31][C:30]=3[C:35]([F:38])([F:37])[F:36])[N:27]=[CH:28][C:21]=12.C(O)(=O)CC(CC(O)=O)(C(O)=O)O, predict the reaction product. The product is: [CH2:3]([O:5][CH2:6][C@H:7]([O:18][C:20]1[C:21]2[CH:28]=[N:27][N:26]([C:29]3[CH:34]=[CH:33][CH:32]=[CH:31][C:30]=3[C:35]([F:37])([F:38])[F:36])[C:22]=2[N:23]=[CH:24][N:25]=1)[C:8]([NH:10][C:11]1[CH:16]=[N:15][C:14]([CH3:17])=[CH:13][N:12]=1)=[O:9])[CH3:4]. (10) Given the reactants [Si]([O:8][C:9]1[CH:10]=[C:11]2[C:15](=[CH:16][CH:17]=1)[N:14]([CH3:18])[N:13]=[C:12]2[I:19])(C(C)(C)C)(C)C.CCCC[N+](CCCC)(CCCC)CCCC.[F-].O, predict the reaction product. The product is: [I:19][C:12]1[C:11]2[C:15](=[CH:16][CH:17]=[C:9]([OH:8])[CH:10]=2)[N:14]([CH3:18])[N:13]=1.